Dataset: Catalyst prediction with 721,799 reactions and 888 catalyst types from USPTO. Task: Predict which catalyst facilitates the given reaction. (1) Reactant: [CH3:1][C@@:2]12[O:9][C@@H:6]([CH:7]=[CH:8]1)[C:5](=[O:10])[CH2:4][C:3]2=[O:11].[H][H]. Product: [CH3:1][C@@:2]12[O:9][C@@H:6]([CH2:7][CH2:8]1)[C:5](=[O:10])[CH2:4][C:3]2=[O:11]. The catalyst class is: 78. (2) Reactant: [CH3:1][O:2][C:3]1[CH:4]=[C:5]2[C:10](=[CH:11][C:12]=1[O:13][CH3:14])[N:9]=[CH:8][N:7]=[C:6]2[O:15][C:16]1[CH:22]=[CH:21][C:19]([NH2:20])=[CH:18][CH:17]=1.Cl[C:24](Cl)([O:26][C:27](=[O:33])OC(Cl)(Cl)Cl)Cl.[CH3:35][N:36]1[CH2:41][CH2:40]C(O)[CH2:38][CH2:37]1.C(=O)(O)[O-].[Na+]. Product: [CH3:1][O:2][C:3]1[CH:4]=[C:5]2[C:10](=[CH:11][C:12]=1[O:13][CH3:14])[N:9]=[CH:8][N:7]=[C:6]2[O:15][C:16]1[CH:22]=[CH:21][C:19]([NH:20][C:27](=[O:33])[O:26][CH:24]2[CH2:40][CH2:41][N:36]([CH3:35])[CH2:37][CH2:38]2)=[CH:18][CH:17]=1. The catalyst class is: 208.